Dataset: Forward reaction prediction with 1.9M reactions from USPTO patents (1976-2016). Task: Predict the product of the given reaction. (1) The product is: [OH:18][C:19]1[CH:20]=[CH:21][C:22]([N+:26]([O-:28])=[O:27])=[C:23]([CH:25]=1)[NH:24][C:2]1[CH:7]=[C:6]([C:8]([F:11])([F:10])[F:9])[N:5]=[C:4]([C:12]2[CH:13]=[N:14][CH:15]=[CH:16][CH:17]=2)[N:3]=1. Given the reactants Cl[C:2]1[CH:7]=[C:6]([C:8]([F:11])([F:10])[F:9])[N:5]=[C:4]([C:12]2[CH:13]=[N:14][CH:15]=[CH:16][CH:17]=2)[N:3]=1.[OH:18][C:19]1[CH:20]=[CH:21][C:22]([N+:26]([O-:28])=[O:27])=[C:23]([CH:25]=1)[NH2:24].[OH-].[Na+], predict the reaction product. (2) Given the reactants [CH3:1][CH:2]([CH3:13])[C:3]([C:5]1[CH:6]=[CH:7]C(C#N)=[N:9][CH:10]=1)=[O:4].[OH-].[Na+].CC[O:18][C:19]([CH3:21])=[O:20], predict the reaction product. The product is: [CH3:1][CH:2]([CH3:13])[C:3]([C:5]1[CH:6]=[CH:7][C:21]([C:19]([OH:18])=[O:20])=[N:9][CH:10]=1)=[O:4].